Dataset: Forward reaction prediction with 1.9M reactions from USPTO patents (1976-2016). Task: Predict the product of the given reaction. (1) Given the reactants [Br:1][C:2]1[CH:8]=[CH:7][C:5]([NH2:6])=[CH:4][CH:3]=1.C[Al](C)C.[F:13][C:14]1[CH:19]=[CH:18][CH:17]=[CH:16][C:15]=1[C:20]([CH3:24])([CH3:23])[C:21]#[N:22], predict the reaction product. The product is: [Br:1][C:2]1[CH:8]=[CH:7][C:5]([NH:6][C:21](=[NH:22])[C:20]([C:15]2[CH:16]=[CH:17][CH:18]=[CH:19][C:14]=2[F:13])([CH3:24])[CH3:23])=[CH:4][CH:3]=1. (2) Given the reactants [CH2:1]([O:8][CH2:9][C:10]1[NH:11][C:12](I)=[C:13]([C:15]([F:18])([F:17])[F:16])[N:14]=1)[C:2]1[CH:7]=[CH:6][CH:5]=[CH:4][CH:3]=1.[CH3:20][C:21]1[CH:30]=[C:29]([CH3:31])[C:28](B2OC(C)(C)C(C)(C)O2)=[CH:27][C:22]=1[C:23]([O:25][CH3:26])=[O:24].C(=O)([O-])[O-].[K+].[K+], predict the reaction product. The product is: [CH2:1]([O:8][CH2:9][C:10]1[NH:11][C:12]([C:28]2[C:29]([CH3:31])=[CH:30][C:21]([CH3:20])=[C:22]([CH:27]=2)[C:23]([O:25][CH3:26])=[O:24])=[C:13]([C:15]([F:18])([F:17])[F:16])[N:14]=1)[C:2]1[CH:7]=[CH:6][CH:5]=[CH:4][CH:3]=1. (3) Given the reactants [CH3:1][C:2]1([CH3:10])[C@H:7]2[CH2:8][C@@H:3]1[CH2:4][CH2:5][C:6]2=[O:9].[CH3:11][Si]([N-][Si](C)(C)C)(C)C.[Li+].C=O, predict the reaction product. The product is: [CH3:1][C:2]1([CH3:10])[C@H:7]2[CH2:8][C@@H:3]1[CH2:4][C:5](=[CH2:11])[C:6]2=[O:9].